This data is from Catalyst prediction with 721,799 reactions and 888 catalyst types from USPTO. The task is: Predict which catalyst facilitates the given reaction. (1) Reactant: Cl[C:2]1[N:7]=[CH:6][N:5]=[C:4]([NH:8][C@H:9]2[CH2:12][C@H:11]([NH:13][C:14]3[N:23]=[CH:22][C:21]4[C:16](=[CH:17][CH:18]=[CH:19][CH:20]=4)[N:15]=3)[CH2:10]2)[C:3]=1[NH2:24].[CH3:25][O:26][C:27]([C:29]1[CH:34]=[CH:33][C:32](B(O)O)=[CH:31][CH:30]=1)=[O:28].C(=O)([O-])[O-].[K+].[K+].O1CCOCC1. Product: [NH2:24][C:3]1[C:2]([C:32]2[CH:33]=[CH:34][C:29]([C:27]([O:26][CH3:25])=[O:28])=[CH:30][CH:31]=2)=[N:7][CH:6]=[N:5][C:4]=1[NH:8][C@H:9]1[CH2:12][C@H:11]([NH:13][C:14]2[N:23]=[CH:22][C:21]3[C:16](=[CH:17][CH:18]=[CH:19][CH:20]=3)[N:15]=2)[CH2:10]1. The catalyst class is: 103. (2) Reactant: [F:1][C:2]1[CH:3]=[C:4]2[C:8](=[CH:9][CH:10]=1)[N:7]([CH3:11])[CH:6]=[C:5]2[C:12]1[O:13][C:14]2[C:20]([F:21])=[C:19]([CH2:22][C:23]([O:25]C)=[O:24])[CH:18]=[CH:17][C:15]=2[N:16]=1.CCCCCC.C(OCC)(=O)C.[OH-].[Na+]. Product: [F:1][C:2]1[CH:3]=[C:4]2[C:8](=[CH:9][CH:10]=1)[N:7]([CH3:11])[CH:6]=[C:5]2[C:12]1[O:13][C:14]2[C:20]([F:21])=[C:19]([CH2:22][C:23]([OH:25])=[O:24])[CH:18]=[CH:17][C:15]=2[N:16]=1. The catalyst class is: 33. (3) Reactant: [Cl:1][C:2]1[C:3]([CH2:10]Cl)=[N:4][CH:5]=[C:6]([O:8][CH3:9])[N:7]=1.[F:12][C:13]1[CH:18]=[CH:17][CH:16]=[C:15]([C:19]2[NH:20][CH:21]=[CH:22][N:23]=2)[N:14]=1.C([O-])([O-])=O.[K+].[K+]. Product: [Cl:1][C:2]1[C:3]([CH2:10][N:23]2[CH:22]=[CH:21][N:20]=[C:19]2[C:15]2[CH:16]=[CH:17][CH:18]=[C:13]([F:12])[N:14]=2)=[N:4][CH:5]=[C:6]([O:8][CH3:9])[N:7]=1. The catalyst class is: 3. (4) Reactant: [F:1][C:2]1[CH:3]=[C:4]([NH:9][C:10]([NH:12][C:13](=[O:22])[CH2:14][C:15]2[CH:20]=[CH:19][C:18]([F:21])=[CH:17][CH:16]=2)=[S:11])[CH:5]=[CH:6][C:7]=1[OH:8].Cl[C:24]1[N:29]=[C:28]([Cl:30])[N:27]=[C:26]2[N:31]([CH3:34])[N:32]=[CH:33][C:25]=12.C([O-])([O-])=O.[K+].[K+]. Product: [Cl:30][C:28]1[N:27]=[C:26]2[N:31]([CH3:34])[N:32]=[CH:33][C:25]2=[C:24]([O:8][C:7]2[CH:6]=[CH:5][C:4]([NH:9][C:10]([NH:12][C:13](=[O:22])[CH2:14][C:15]3[CH:16]=[CH:17][C:18]([F:21])=[CH:19][CH:20]=3)=[S:11])=[CH:3][C:2]=2[F:1])[N:29]=1. The catalyst class is: 3.